This data is from Catalyst prediction with 721,799 reactions and 888 catalyst types from USPTO. The task is: Predict which catalyst facilitates the given reaction. (1) Reactant: Br[C:2]1[CH:3]=[C:4]([C:9]2[CH:13]=[CH:12][S:11][CH:10]=2)[CH:5]=[C:6]([F:8])[CH:7]=1.C(OC([N:21]1[CH2:26][CH2:25][NH:24][C@H:23]([CH3:27])[CH2:22]1)=O)(C)(C)C.CC(C)([O-])C.[Na+].P(C(C)(C)C)(C(C)(C)C)C(C)(C)C.CCCCCC. Product: [F:8][C:6]1[CH:7]=[C:2]([N:24]2[CH2:25][CH2:26][NH:21][CH2:22][C@H:23]2[CH3:27])[CH:3]=[C:4]([C:9]2[CH:13]=[CH:12][S:11][CH:10]=2)[CH:5]=1. The catalyst class is: 101. (2) The catalyst class is: 12. Reactant: FC(F)(F)S(O[C:7]1[C:12]([Cl:13])=[CH:11][CH:10]=[CH:9][C:8]=1[C:14]1[CH:19]=[CH:18][C:17]([O:20][CH2:21][C:22]2[CH:31]=[CH:30][C:29]3[C:24](=[CH:25][CH:26]=[CH:27][CH:28]=3)[N:23]=2)=[CH:16][CH:15]=1)(=O)=O.[N:34]1[CH:39]=[CH:38][C:37](B(O)O)=[CH:36][CH:35]=1.C([O-])([O-])=O.[Na+].[Na+]. Product: [Cl:13][C:12]1[C:7]([C:37]2[CH:38]=[CH:39][N:34]=[CH:35][CH:36]=2)=[C:8]([C:14]2[CH:19]=[CH:18][C:17]([O:20][CH2:21][C:22]3[CH:31]=[CH:30][C:29]4[C:24](=[CH:25][CH:26]=[CH:27][CH:28]=4)[N:23]=3)=[CH:16][CH:15]=2)[CH:9]=[CH:10][CH:11]=1. (3) The catalyst class is: 26. Product: [CH:1]1([C:4]2[NH:8][N:7]=[C:6]([C:18]3[N:23]=[C:22]([NH:24][C:25]4[CH:30]=[CH:29][N:28]=[CH:27][CH:26]=4)[C:21]([O:31][CH3:32])=[CH:20][N:19]=3)[C:5]=2[CH3:33])[CH2:3][CH2:2]1. Reactant: [CH:1]1([C:4]2[N:8](CC3C=CC(OC)=CC=3)[N:7]=[C:6]([C:18]3[N:23]=[C:22]([NH:24][C:25]4[CH:30]=[CH:29][N:28]=[CH:27][CH:26]=4)[C:21]([O:31][CH3:32])=[CH:20][N:19]=3)[C:5]=2[CH3:33])[CH2:3][CH2:2]1.FC(F)(F)C(O)=O.FC(F)(F)S(O)(=O)=O.[OH-].[Na+]. (4) The catalyst class is: 772. Product: [CH2:1]([N:8]1[CH2:14][CH2:13][C:12]2[CH:15]=[N:16][C:17]([CH2:19][C:20]3[CH:25]=[CH:24][CH:23]=[C:22]([Cl:26])[CH:21]=3)=[N:18][C:11]=2[CH2:10][CH2:9]1)[C:2]1[CH:7]=[CH:6][CH:5]=[CH:4][CH:3]=1. Reactant: [CH2:1]([N:8]1[CH2:14][CH2:13][C:12]2[C:15](Cl)=[N:16][C:17]([CH2:19][C:20]3[CH:25]=[CH:24][CH:23]=[C:22]([Cl:26])[CH:21]=3)=[N:18][C:11]=2[CH2:10][CH2:9]1)[C:2]1[CH:7]=[CH:6][CH:5]=[CH:4][CH:3]=1.N.